From a dataset of Forward reaction prediction with 1.9M reactions from USPTO patents (1976-2016). Predict the product of the given reaction. Given the reactants [CH:1]1([NH:6][C:7]2[C:12](I)=[CH:11][N:10]=[C:9]([NH2:14])[N:8]=2)[CH2:5][CH2:4][CH2:3][CH2:2]1.[Cl:15][C:16]1[N:17]=[N:18][C:19]([Cl:22])=[CH:20][CH:21]=1, predict the reaction product. The product is: [CH:1]1([NH:6][C:7]2[C:12]([C:21]3[CH:20]=[C:19]([Cl:22])[N:18]=[N:17][C:16]=3[Cl:15])=[CH:11][N:10]=[C:9]([NH2:14])[N:8]=2)[CH2:5][CH2:4][CH2:3][CH2:2]1.